From a dataset of Reaction yield outcomes from USPTO patents with 853,638 reactions. Predict the reaction yield, written as a fraction of the theoretical maximum amount of product (1.0 means a 100% yield; for example, 0.34 means a 34% yield). (1) The reactants are Br/[C:2](/[C:11]1[CH:16]=[CH:15][C:14]([C:17]([F:20])([F:19])[F:18])=[CH:13][CH:12]=1)=[CH:3]\[CH:4]=[CH:5]\[C:6]([O:8][CH2:9][CH3:10])=[O:7].O1C=CC=C1P(C1OC=CC=1)C1OC=CC=1.[C:37]1(B(O)O)[CH:42]=[CH:41][CH:40]=[CH:39][CH:38]=1.C(=O)([O-])[O-].[Na+].[Na+]. The catalyst is O1CCOCC1.O.C1C=CC(/C=C/C(/C=C/C2C=CC=CC=2)=O)=CC=1.C1C=CC(/C=C/C(/C=C/C2C=CC=CC=2)=O)=CC=1.C1C=CC(/C=C/C(/C=C/C2C=CC=CC=2)=O)=CC=1.[Pd].[Pd]. The product is [C:37]1([C:2]([C:11]2[CH:16]=[CH:15][C:14]([C:17]([F:20])([F:19])[F:18])=[CH:13][CH:12]=2)=[CH:3][CH:4]=[CH:5][C:6]([O:8][CH2:9][CH3:10])=[O:7])[CH:42]=[CH:41][CH:40]=[CH:39][CH:38]=1. The yield is 0.910. (2) The product is [C:12]1([C:10]([N:9]2[CH2:8][CH2:7][NH:6][C:5]3[N:18]=[CH:19][C:2]([C:22]4[CH:21]=[N:20][CH:25]=[CH:24][CH:23]=4)=[CH:3][C:4]2=3)=[O:11])[CH:17]=[CH:16][CH:15]=[CH:14][CH:13]=1. The yield is 0.250. No catalyst specified. The reactants are I[C:2]1[CH:19]=[N:18][C:5]2[NH:6][CH2:7][CH2:8][N:9]([C:10]([C:12]3[CH:17]=[CH:16][CH:15]=[CH:14][CH:13]=3)=[O:11])[C:4]=2[CH:3]=1.[N:20]1[CH:25]=[CH:24][CH:23]=[C:22](B(O)O)[CH:21]=1.